This data is from Full USPTO retrosynthesis dataset with 1.9M reactions from patents (1976-2016). The task is: Predict the reactants needed to synthesize the given product. (1) Given the product [O:1]1[C:5]2[CH:6]=[CH:7][C:8]([NH:10][C:11]3[CH:23]=[C:22]([CH2:24][CH2:25][C:26]4[CH:27]=[CH:28][CH:29]=[CH:30][CH:31]=4)[CH:21]=[CH:20][C:12]=3[C:13]([OH:15])=[O:14])=[CH:9][C:4]=2[O:3][CH2:2]1, predict the reactants needed to synthesize it. The reactants are: [O:1]1[C:5]2[CH:6]=[CH:7][C:8]([NH:10][C:11]3[CH:23]=[C:22]([CH2:24][CH2:25][C:26]4[CH:31]=[CH:30][CH:29]=[CH:28][CH:27]=4)[CH:21]=[CH:20][C:12]=3[C:13]([O:15]C(C)(C)C)=[O:14])=[CH:9][C:4]=2[O:3][CH2:2]1. (2) The reactants are: [F:8][C:7]([F:10])([F:9])[C:6](O[C:6](=[O:11])[C:7]([F:10])([F:9])[F:8])=[O:11].[CH2:14]1[C:20]2[CH:21]=[CH:22][CH:23]=[CH:24][C:19]=2[CH2:18][CH2:17][NH:16][CH2:15]1. Given the product [F:10][C:7]([F:8])([F:9])[C:6]([N:16]1[CH2:15][CH2:14][C:20]2[CH:21]=[CH:22][CH:23]=[CH:24][C:19]=2[CH2:18][CH2:17]1)=[O:11], predict the reactants needed to synthesize it. (3) The reactants are: Cl[Si:2]([O:9][CH2:10][CH3:11])([O:6][CH2:7][CH3:8])[O:3][CH2:4][CH3:5].[C:12]([Mg]Br)#[CH:13]. Given the product [CH2:4]([O:3][Si:2]([O:9][CH2:10][CH3:11])([O:6][CH2:7][CH3:8])[C:12]#[CH:13])[CH3:5], predict the reactants needed to synthesize it.